This data is from Full USPTO retrosynthesis dataset with 1.9M reactions from patents (1976-2016). The task is: Predict the reactants needed to synthesize the given product. (1) The reactants are: [C:1]1([C:7]2[S:8][C:9]([C:18]([O:20]CC)=[O:19])=[C:10]([C:12]3[CH:17]=[CH:16][CH:15]=[CH:14][CH:13]=3)[N:11]=2)[CH:6]=[CH:5][CH:4]=[CH:3][CH:2]=1.[OH-].[Na+]. Given the product [C:1]1([C:7]2[S:8][C:9]([C:18]([OH:20])=[O:19])=[C:10]([C:12]3[CH:13]=[CH:14][CH:15]=[CH:16][CH:17]=3)[N:11]=2)[CH:2]=[CH:3][CH:4]=[CH:5][CH:6]=1, predict the reactants needed to synthesize it. (2) The reactants are: [Si:1]([O:8][CH2:9][C@@H:10]([N:12]1[C:16]2[N:17]=[CH:18][N:19]=[C:20](Cl)[C:15]=2[CH:14]=[CH:13]1)[CH3:11])([C:4]([CH3:7])([CH3:6])[CH3:5])([CH3:3])[CH3:2]. Given the product [Si:1]([O:8][CH2:9][C@@H:10]([N:12]1[C:16]2[N:17]=[CH:18][N:19]=[CH:20][C:15]=2[CH:14]=[CH:13]1)[CH3:11])([C:4]([CH3:5])([CH3:6])[CH3:7])([CH3:2])[CH3:3], predict the reactants needed to synthesize it. (3) Given the product [CH3:1][O:2][C:3](=[O:25])[C@@H:4]([O:22][CH2:23][CH3:24])[CH2:5][C:6]1[CH:11]=[CH:10][C:9]([OH:12])=[CH:8][C:7]=1[CH2:20][CH3:21], predict the reactants needed to synthesize it. The reactants are: [CH3:1][O:2][C:3](=[O:25])[C@@H:4]([O:22][CH2:23][CH3:24])[CH2:5][C:6]1[CH:11]=[CH:10][C:9]([O:12]CC2C=CC=CC=2)=[CH:8][C:7]=1[CH2:20][CH3:21]. (4) Given the product [CH3:1][CH2:2][C@@H:3]1[C@@H:8]2[N:9]3[CH2:11][CH2:12][C:13]4[C:17]5[CH:18]=[C:19]([O:22][CH3:23])[CH:20]=[CH:21][C:16]=5[NH:15][C:14]=4[C@@H:7]2[CH2:6][C@@H:5]([CH2:10]3)[CH2:4]1, predict the reactants needed to synthesize it. The reactants are: [CH3:1][CH2:2][C@@H:3]1[C@@H:8]2[N:9]3[CH2:11][CH2:12][C:13]4[C:17]5[CH:18]=[C:19]([O:22][CH3:23])[CH:20]=[CH:21][C:16]=5[NH:15][C:14]=4[C@:7]2(C(OC)=O)[CH2:6][C@@H:5]([CH2:10]3)[CH2:4]1.C(S)CCCCCCCCCCC.CC(C)([O-])C.[Na+].